Dataset: Forward reaction prediction with 1.9M reactions from USPTO patents (1976-2016). Task: Predict the product of the given reaction. (1) The product is: [Br:17][C:7]1[N:8]=[C:3]([CH2:1][CH3:2])[C:4]([NH:11][CH:12]([CH2:15][CH3:16])[CH2:13][CH3:14])=[N:5][C:6]=1[CH2:9][CH3:10]. Given the reactants [CH2:1]([C:3]1[C:4]([NH:11][CH:12]([CH2:15][CH3:16])[CH2:13][CH3:14])=[N:5][C:6]([CH2:9][CH3:10])=[CH:7][N:8]=1)[CH3:2].[Br:17]N1C(=O)CCC1=O, predict the reaction product. (2) Given the reactants [C:1]([O:4][C:5]1[CH:10]=[CH:9][C:8]([S:11](Cl)(=[O:13])=[O:12])=[CH:7][CH:6]=1)(=[O:3])[CH3:2].[CH3:15][O:16][C:17]1[CH:22]=[CH:21][CH:20]=[CH:19][C:18]=1[CH2:23][NH2:24].C(N(CC)CC)C, predict the reaction product. The product is: [C:1]([O:4][C:5]1[CH:10]=[CH:9][C:8]([S:11](=[O:13])(=[O:12])[NH:24][CH2:23][C:18]2[CH:19]=[CH:20][CH:21]=[CH:22][C:17]=2[O:16][CH3:15])=[CH:7][CH:6]=1)(=[O:3])[CH3:2]. (3) Given the reactants [CH3:1][C:2]1[N:7]=[C:6]([S:8][CH3:9])[NH:5][C:4](=O)[C:3]=1[CH:11]([CH3:13])[CH3:12].P(Cl)(Cl)([Cl:16])=O, predict the reaction product. The product is: [Cl:16][C:4]1[C:3]([CH:11]([CH3:13])[CH3:12])=[C:2]([CH3:1])[N:7]=[C:6]([S:8][CH3:9])[N:5]=1. (4) Given the reactants Cl[C:2]1[C:7]([C:8]2[C:13]([F:14])=[CH:12][CH:11]=[CH:10][C:9]=2[F:15])=[C:6]([N:16]([CH2:19][CH3:20])[CH2:17][CH3:18])[N:5]2[N:21]=[CH:22][N:23]=[C:4]2[N:3]=1.[CH3:24][O-:25].[Na+], predict the reaction product. The product is: [CH3:24][O:25][C:2]1[C:7]([C:8]2[C:13]([F:14])=[CH:12][CH:11]=[CH:10][C:9]=2[F:15])=[C:6]([N:16]([CH2:19][CH3:20])[CH2:17][CH3:18])[N:5]2[N:21]=[CH:22][N:23]=[C:4]2[N:3]=1. (5) Given the reactants I[C:2]1[C:10]2[C:5](=[CH:6][C:7]([S:11][C:12]3[CH:21]=[CH:20][CH:19]=[CH:18][C:13]=3[C:14]([NH:16][CH3:17])=[O:15])=[CH:8][CH:9]=2)[NH:4][N:3]=1.[C:22]([C:24]1[CH:29]=[CH:28][CH:27]=[CH:26][N:25]=1)#[CH:23].CCN(C(C)C)C(C)C, predict the reaction product. The product is: [CH3:17][NH:16][C:14]([C:13]1[CH:18]=[CH:19][CH:20]=[CH:21][C:12]=1[S:11][C:7]1[CH:6]=[C:5]2[C:10]([C:2]([C:23]#[C:22][C:24]3[CH:29]=[CH:28][CH:27]=[CH:26][N:25]=3)=[N:3][NH:4]2)=[CH:9][CH:8]=1)=[O:15].